Dataset: Forward reaction prediction with 1.9M reactions from USPTO patents (1976-2016). Task: Predict the product of the given reaction. (1) Given the reactants Br[CH2:2][C:3]1[CH:10]=[C:9]([F:11])[CH:8]=[CH:7][C:4]=1[C:5]#[N:6].[CH3:12][O-:13].[Na+], predict the reaction product. The product is: [F:11][C:9]1[CH:8]=[CH:7][C:4]([C:5]#[N:6])=[C:3]([CH2:2][O:13][CH3:12])[CH:10]=1. (2) Given the reactants Br[C:2]1[CH:9]=[CH:8][C:7]([O:10][CH3:11])=[CH:6][C:3]=1[CH:4]=[O:5].[F:12][C:13]([F:25])([F:24])[O:14][C:15]1[CH:20]=[CH:19][C:18](B(O)O)=[CH:17][CH:16]=1.FC(F)(F)O[C:29]1C=CC(Br)=C[CH:30]=1, predict the reaction product. The product is: [CH:4]([C:3]1[CH:6]=[C:7]([O:10][CH2:11][CH2:29][CH3:30])[CH:8]=[CH:9][C:2]=1[C:18]1[CH:19]=[CH:20][C:15]([O:14][C:13]([F:25])([F:24])[F:12])=[CH:16][CH:17]=1)=[O:5]. (3) Given the reactants [CH3:1][C:2]1[CH:7]=[C:6]([CH3:8])[CH:5]=[C:4]([CH3:9])[C:3]=1[NH:10][C:11]([NH:13][C:14]1[C:15]([C:24]([NH:26][C:27]2([C:35]([O:37]C)=[O:36])[CH2:32][CH2:31][S:30](=[O:34])(=[O:33])[CH2:29][CH2:28]2)=[O:25])=[CH:16][C:17]2[C:22]([CH:23]=1)=[CH:21][CH:20]=[CH:19][CH:18]=2)=[O:12].Cl, predict the reaction product. The product is: [CH3:1][C:2]1[CH:7]=[C:6]([CH3:8])[CH:5]=[C:4]([CH3:9])[C:3]=1[NH:10][C:11]([NH:13][C:14]1[C:15]([C:24]([NH:26][C:27]2([C:35]([OH:37])=[O:36])[CH2:28][CH2:29][S:30](=[O:34])(=[O:33])[CH2:31][CH2:32]2)=[O:25])=[CH:16][C:17]2[C:22]([CH:23]=1)=[CH:21][CH:20]=[CH:19][CH:18]=2)=[O:12].